Dataset: Reaction yield outcomes from USPTO patents with 853,638 reactions. Task: Predict the reaction yield, written as a fraction of the theoretical maximum amount of product (1.0 means a 100% yield; for example, 0.34 means a 34% yield). (1) The reactants are [H-].[Na+].[C:3]([O:9][C:10]([CH3:13])(C)C)(=[O:8])[CH2:4][C:5]([CH3:7])=[O:6].Cl.Cl[CH2:16][C:17]1[CH:22]=[CH:21][N:20]=[CH:19][CH:18]=1.C(=O)([O-])O.[Na+]. The catalyst is CN(C)C=O. The product is [C:5]([CH:4]([CH2:16][C:17]1[CH:22]=[CH:21][N:20]=[CH:19][CH:18]=1)[C:3]([O:9][CH2:10][CH3:13])=[O:8])(=[O:6])[CH3:7]. The yield is 0.180. (2) The reactants are Cl[C:2]1[N:7]=[CH:6][NH:5][C:4]2=[N:8][CH:9]=[CH:10][C:3]=12.[CH2:11]([N:18]1[CH2:23][CH2:22][CH:21]([CH3:24])[CH:20]([NH:25][CH3:26])[CH2:19]1)[C:12]1[CH:17]=[CH:16][CH:15]=[CH:14][CH:13]=1.C(N(CC)CC)C. No catalyst specified. The product is [CH2:11]([N:18]1[CH2:23][CH2:22][CH:21]([CH3:24])[CH:20]([N:25]([CH3:26])[C:2]2[C:3]3[CH:10]=[CH:9][NH:8][C:4]=3[N:5]=[CH:6][N:7]=2)[CH2:19]1)[C:12]1[CH:13]=[CH:14][CH:15]=[CH:16][CH:17]=1. The yield is 0.500. (3) The reactants are [F:1][CH:2]([F:13])[CH:3]1[CH2:8][CH:7]([C:9]([O:11][CH3:12])=[O:10])[CH2:6][CH2:5][NH:4]1.CCN(C(C)C)C(C)C.[C:23](Cl)(=[O:26])[O:24][CH3:25].[NH4+].[Cl-]. The catalyst is ClCCl. The product is [F:13][CH:2]([F:1])[CH:3]1[CH2:8][CH:7]([C:9]([O:11][CH3:12])=[O:10])[CH2:6][CH2:5][N:4]1[C:23]([O:24][CH3:25])=[O:26]. The yield is 0.980. (4) The reactants are C1(P(C2C=CC=CC=2)C2C=CC=CC=2)C=CC=CC=1.BrN1C(=O)CCC1=O.[CH:28]1([CH2:35][CH:36]([C:40]2[CH:45]=[CH:44][C:43]([S:46]([CH3:49])(=[O:48])=[O:47])=[CH:42][CH:41]=2)[C:37]([OH:39])=O)[CH2:34][CH2:33][CH2:32][CH2:31][CH2:30][CH2:29]1.[NH2:50][C:51]1[S:52][CH:53]=[CH:54][N:55]=1. The catalyst is C(Cl)Cl. The product is [CH:28]1([CH2:35][CH:36]([C:40]2[CH:45]=[CH:44][C:43]([S:46]([CH3:49])(=[O:48])=[O:47])=[CH:42][CH:41]=2)[C:37]([NH:50][C:51]2[S:52][CH:53]=[CH:54][N:55]=2)=[O:39])[CH2:29][CH2:30][CH2:31][CH2:32][CH2:33][CH2:34]1. The yield is 0.760. (5) The reactants are [C:1](Cl)(=[O:8])[C:2]1[CH:7]=[CH:6][CH:5]=[CH:4][CH:3]=1.[CH2:10]([OH:14])[C@H:11]([OH:13])[CH3:12].N1C(C)=CC(C)=CC=1C. The catalyst is ClCCl. The product is [C:1]([O:14][CH2:10][C@H:11]([OH:13])[CH3:12])(=[O:8])[C:2]1[CH:7]=[CH:6][CH:5]=[CH:4][CH:3]=1. The yield is 0.630. (6) The reactants are [CH2:1]([N:8]([CH2:19][C:20]1[CH:25]=[CH:24][CH:23]=[CH:22][CH:21]=1)[C@H:9]([CH2:17][OH:18])[CH2:10][C:11]1[CH:16]=[CH:15][CH:14]=[CH:13][CH:12]=1)[C:2]1[CH:7]=[CH:6][CH:5]=[CH:4][CH:3]=1.CCN(CC)CC. The catalyst is CS(C)=O.O.CCOC(C)=O. The product is [CH2:19]([N:8]([CH2:1][C:2]1[CH:3]=[CH:4][CH:5]=[CH:6][CH:7]=1)[C@@H:9]([CH2:10][C:11]1[CH:12]=[CH:13][CH:14]=[CH:15][CH:16]=1)[CH:17]=[O:18])[C:20]1[CH:21]=[CH:22][CH:23]=[CH:24][CH:25]=1. The yield is 0.900. (7) The reactants are C(N(C(C)C)CC)(C)C.O[C@@H:11]1[CH2:15][CH2:14][O:13][C:12]1=[O:16].FC(F)(F)S(OS(C(F)(F)F)(=O)=O)(=O)=O.[Cl:32][C:33]1[CH:41]=[CH:40][CH:39]=[C:38]2[C:34]=1[CH2:35][CH2:36][NH:37]2. The catalyst is ClCCl.C(OC(=O)C)C. The product is [Cl:32][C:33]1[CH:41]=[CH:40][CH:39]=[C:38]2[C:34]=1[CH2:35][CH2:36][N:37]2[C@H:11]1[CH2:15][CH2:14][O:13][C:12]1=[O:16]. The yield is 0.800. (8) The reactants are [OH:1][C:2]1[CH:9]=[C:8]([O:10][CH:11]2[CH2:16][CH2:15][CH2:14][CH2:13][O:12]2)[CH:7]=[C:6]([CH3:17])[C:3]=1[CH:4]=[O:5].CCN(C(C)C)C(C)C.[CH2:27](Cl)[O:28][CH3:29]. The catalyst is C(Cl)Cl. The product is [CH3:27][O:28][CH2:29][O:1][C:2]1[CH:9]=[C:8]([O:10][CH:11]2[CH2:16][CH2:15][CH2:14][CH2:13][O:12]2)[CH:7]=[C:6]([CH3:17])[C:3]=1[CH:4]=[O:5]. The yield is 0.810. (9) The reactants are [F:1][C:2]1[CH:3]=[C:4]([CH:28]=[C:29]([F:31])[CH:30]=1)[O:5][C:6]1[CH:11]=[CH:10][C:9]([C:12]2[C:20]3[C:15](=[N:16][CH:17]=[N:18][C:19]=3[NH2:21])[N:14]([C@@H:22]3[CH2:27][CH2:26][CH2:25][NH:24][CH2:23]3)[N:13]=2)=[CH:8][CH:7]=1.[C:32]([CH2:34][C:35](O)=[O:36])#[N:33].N1(C(N2C=CN=C2)=O)C=CN=C1. The catalyst is ClCCl. The product is [NH2:21][C:19]1[N:18]=[CH:17][N:16]=[C:15]2[N:14]([C@@H:22]3[CH2:27][CH2:26][CH2:25][N:24]([C:35](=[O:36])[CH2:34][C:32]#[N:33])[CH2:23]3)[N:13]=[C:12]([C:9]3[CH:10]=[CH:11][C:6]([O:5][C:4]4[CH:28]=[C:29]([F:31])[CH:30]=[C:2]([F:1])[CH:3]=4)=[CH:7][CH:8]=3)[C:20]=12. The yield is 0.620.